From a dataset of Full USPTO retrosynthesis dataset with 1.9M reactions from patents (1976-2016). Predict the reactants needed to synthesize the given product. The reactants are: [CH2:1]([O:3][C:4]1[C:5]([F:13])=[C:6]2[CH:12]=[CH:11][NH:10][C:7]2=[N:8][CH:9]=1)[CH3:2].[N+:14]([O-])([OH:16])=[O:15]. Given the product [CH2:1]([O:3][C:4]1[C:5]([F:13])=[C:6]2[C:12]([N+:14]([O-:16])=[O:15])=[CH:11][NH:10][C:7]2=[N:8][CH:9]=1)[CH3:2], predict the reactants needed to synthesize it.